Dataset: Full USPTO retrosynthesis dataset with 1.9M reactions from patents (1976-2016). Task: Predict the reactants needed to synthesize the given product. (1) Given the product [ClH:8].[Cl:29][C:12]1[C:13]2[C:18](=[CH:17][C:16]([S:19]([N:22]3[CH2:26][CH2:25][CH2:24][C@@H:23]3[CH2:27][OH:28])(=[O:20])=[O:21])=[CH:15][CH:14]=2)[C:9]([NH:6][C:5]([NH2:7])=[NH:4])=[N:10][CH:11]=1, predict the reactants needed to synthesize it. The reactants are: [H-].[Na+].Cl.[NH2:4][C:5]([NH2:7])=[NH:6].[Cl:8][C:9]1[C:18]2[C:13](=[CH:14][CH:15]=[C:16]([S:19]([N:22]3[CH2:26][CH2:25][CH2:24][C@@H:23]3[CH2:27][OH:28])(=[O:21])=[O:20])[CH:17]=2)[C:12]([Cl:29])=[CH:11][N:10]=1.O. (2) Given the product [C:34]([O:37][C:38]([NH:1][C@H:4]1[CH2:9][C@@H:8]([F:10])[CH2:7][N:6]([C:11]([O:13][CH2:14][C:15]2[CH:20]=[CH:19][CH:18]=[CH:17][CH:16]=2)=[O:12])[CH2:5]1)=[O:39])([CH3:36])([CH3:35])[CH3:33], predict the reactants needed to synthesize it. The reactants are: [N:1]([C@H:4]1[CH2:9][C@@H:8]([F:10])[CH2:7][N:6]([C:11]([O:13][CH2:14][C:15]2[CH:20]=[CH:19][CH:18]=[CH:17][CH:16]=2)=[O:12])[CH2:5]1)=[N+]=[N-].N1C=CC=CC=1.[OH-].[NH4+].P(C)(C)C.[CH3:33][C:34]([O:37][C:38](O[C:38]([O:37][C:34]([CH3:36])([CH3:35])[CH3:33])=[O:39])=[O:39])([CH3:36])[CH3:35]. (3) Given the product [Cl:31][C:25]1[CH:24]=[C:23]2[C:28]([C:29](=[O:30])[C:20]([CH2:19][NH:15][C:6]3[C:5]4[C:10](=[CH:11][C:12]([O:13][CH3:14])=[C:3]([O:2][CH3:1])[CH:4]=4)[N:9]=[CH:8][N:7]=3)=[CH:21][N:22]2[C:32]2[CH:37]=[CH:36][CH:35]=[CH:34][CH:33]=2)=[CH:27][CH:26]=1, predict the reactants needed to synthesize it. The reactants are: [CH3:1][O:2][C:3]1[CH:4]=[C:5]2[C:10](=[CH:11][C:12]=1[O:13][CH3:14])[N:9]=[CH:8][N:7]=[C:6]2[NH2:15].[H-].[Na+].Br[CH2:19][C:20]1[C:29](=[O:30])[C:28]2[C:23](=[CH:24][C:25]([Cl:31])=[CH:26][CH:27]=2)[N:22]([C:32]2[CH:37]=[CH:36][CH:35]=[CH:34][CH:33]=2)[CH:21]=1.